Dataset: Catalyst prediction with 721,799 reactions and 888 catalyst types from USPTO. Task: Predict which catalyst facilitates the given reaction. (1) Reactant: [CH3:1][O:2][CH2:3][CH2:4][CH2:5][NH:6][C:7](=[O:21])[C@H:8]([CH2:17][CH:18]([CH3:20])[CH3:19])[NH:9]C(OC(C)(C)C)=O.C([Cl:25])(=O)C. Product: [ClH:25].[CH3:1][O:2][CH2:3][CH2:4][CH2:5][NH:6][C:7](=[O:21])[C@H:8]([CH2:17][CH:18]([CH3:19])[CH3:20])[NH2:9]. The catalyst class is: 5. (2) Reactant: [C:1]([O:5][C:6]([N:8]1[CH2:13][CH2:12][N:11]([C:14]2[NH:15][C:16](=[O:23])[C:17]3[NH:18][CH:19]=[N:20][C:21]=3[N:22]=2)[CH2:10][CH2:9]1)=[O:7])([CH3:4])([CH3:3])[CH3:2].C(=O)([O-])[O-].[K+].[K+].Cl[CH2:31][C:32]([O:34][CH2:35][CH3:36])=[O:33]. Product: [C:1]([O:5][C:6]([N:8]1[CH2:9][CH2:10][N:11]([C:14]2[NH:15][C:16](=[O:23])[C:17]3[N:18]([CH2:31][C:32]([O:34][CH2:35][CH3:36])=[O:33])[CH:19]=[N:20][C:21]=3[N:22]=2)[CH2:12][CH2:13]1)=[O:7])([CH3:4])([CH3:2])[CH3:3]. The catalyst class is: 9. (3) Reactant: CC(C)([O-])C.[K+].C1(C)C(S([CH2:16][N+:17]#[C-])(=O)=O)=CC=CC=1.[CH3:20][C:21]1[O:25][C:24]([C:26]2[CH:31]=[CH:30][CH:29]=[CH:28][CH:27]=2)=[N:23][C:22]=1[CH2:32][O:33][C:34]1[CH:35]=[C:36]([CH:47]=[CH:48][CH:49]=1)[CH2:37][S:38][C:39]1[CH:40]=[C:41]([CH:44]=[CH:45][CH:46]=1)[CH:42]=O.CO. Product: [CH3:20][C:21]1[O:25][C:24]([C:26]2[CH:31]=[CH:30][CH:29]=[CH:28][CH:27]=2)=[N:23][C:22]=1[CH2:32][O:33][C:34]1[CH:35]=[C:36]([CH:47]=[CH:48][CH:49]=1)[CH2:37][S:38][C:39]1[CH:40]=[C:41]([CH2:42][C:16]#[N:17])[CH:44]=[CH:45][CH:46]=1. The catalyst class is: 216. (4) Reactant: [Cl:1][C:2]1[CH:10]=[CH:9][C:8]2[NH:7][C:6]3[CH2:11][CH2:12][N:13]([CH3:15])[CH2:14][C:5]=3[C:4]=2[CH:3]=1.P([O-])([O-])([O-])=O.[K+].[K+].[K+].N1CCC[C@H]1C(O)=O.Br[CH:33]=[C:34]([C:36]1[S:37][CH:38]=[CH:39][N:40]=1)[CH3:35]. Product: [Cl:1][C:2]1[CH:10]=[CH:9][C:8]2[N:7](/[CH:33]=[C:34](/[C:36]3[S:37][CH:38]=[CH:39][N:40]=3)\[CH3:35])[C:6]3[CH2:11][CH2:12][N:13]([CH3:15])[CH2:14][C:5]=3[C:4]=2[CH:3]=1. The catalyst class is: 122. (5) Reactant: [CH3:1][O:2][C:3]1[CH:23]=[CH:22][C:6]([CH2:7][N:8]2[C:18]3[C:19]4[C:11](=[N:12][NH:13][C:14]=4[N:15]=[C:16]([S:20][CH3:21])[N:17]=3)[CH2:10][CH2:9]2)=[CH:5][CH:4]=1.C([O-])([O-])=O.[Cs+].[Cs+].[CH:30]1[CH:35]=[CH:34][C:33]([CH2:36]Br)=[CH:32][CH:31]=1.[Na+].[I-]. Product: [CH2:36]([N:13]1[C:14]2=[C:19]3[C:18](=[N:17][C:16]([S:20][CH3:21])=[N:15]2)[N:8]([CH2:7][C:6]2[CH:5]=[CH:4][C:3]([O:2][CH3:1])=[CH:23][CH:22]=2)[CH2:9][CH2:10][C:11]3=[N:12]1)[C:33]1[CH:34]=[CH:35][CH:30]=[CH:31][CH:32]=1. The catalyst class is: 384.